This data is from Full USPTO retrosynthesis dataset with 1.9M reactions from patents (1976-2016). The task is: Predict the reactants needed to synthesize the given product. (1) Given the product [CH3:1][O:2][C:3](=[O:23])[C:4]1[CH:9]=[C:8]([N:10]2[CH:11]=[N:12][N:13]=[CH:14]2)[C:7]([C:15]([F:18])([F:16])[F:17])=[CH:6][C:5]=1[NH2:19], predict the reactants needed to synthesize it. The reactants are: [CH3:1][O:2][C:3](=[O:23])[C:4]1[CH:9]=[C:8]([N:10]2[CH:14]=[N:13][N:12]=[CH:11]2)[C:7]([C:15]([F:18])([F:17])[F:16])=[CH:6][C:5]=1[NH:19]C(=O)C.OS(O)(=O)=O. (2) The reactants are: [C:1]([O:5][C:6]([N:8]1[CH2:11][CH:10]([O:12][C:13]2[CH:14]=[CH:15][C:16]3[O:21][CH2:20][C:19](=S)[N:18]([CH:23]([C:25](OCC)=[O:26])[CH3:24])[C:17]=3[CH:30]=2)[CH2:9]1)=[O:7])([CH3:4])([CH3:3])[CH3:2].O.[NH2:32][NH2:33]. Given the product [C:1]([O:5][C:6]([N:8]1[CH2:9][CH:10]([O:12][C:13]2[CH:30]=[C:17]3[C:16](=[CH:15][CH:14]=2)[O:21][CH2:20][C:19]2[N:18]3[CH:23]([CH3:24])[C:25](=[O:26])[NH:32][N:33]=2)[CH2:11]1)=[O:7])([CH3:3])([CH3:2])[CH3:4], predict the reactants needed to synthesize it. (3) Given the product [CH3:10][C:9]([CH3:11])=[CH:8][CH2:7][CH2:6][C@@H:5]([OH:12])[CH2:4][CH2:3][OH:2], predict the reactants needed to synthesize it. The reactants are: C[O:2][C:3](=O)[CH2:4][C@H:5]([OH:12])[CH2:6][CH2:7][CH:8]=[C:9]([CH3:11])[CH3:10].CCOCC.[H-].[H-].[H-].[H-].[Li+].[Al+3].[OH-].[Na+]. (4) The reactants are: [Br:1][C:2]1[C:3]([C:14](=[S:16])[NH2:15])=[CH:4][C:5]([NH:8][C:9]([NH:11][CH2:12][CH3:13])=[O:10])=[N:6][CH:7]=1.Br[CH2:18][C:19](=O)[CH2:20][CH:21]([CH3:23])[CH3:22]. Given the product [Br:1][C:2]1[C:3]([C:14]2[S:16][CH:18]=[C:19]([CH2:20][CH:21]([CH3:23])[CH3:22])[N:15]=2)=[CH:4][C:5]([NH:8][C:9]([NH:11][CH2:12][CH3:13])=[O:10])=[N:6][CH:7]=1, predict the reactants needed to synthesize it. (5) Given the product [Br:1][C:2]1[CH:7]=[CH:6][C:5]([C:8]2[CH:18]=[C:17]([O:28][C:23]3[CH:24]=[CH:25][CH:26]=[CH:27][C:22]=3[Cl:21])[C:11]([C:12]([O:14][CH2:15][CH3:16])=[O:13])=[CH:10][N:9]=2)=[C:4]([F:20])[CH:3]=1, predict the reactants needed to synthesize it. The reactants are: [Br:1][C:2]1[CH:7]=[CH:6][C:5]([C:8]2[CH:18]=[C:17](Cl)[C:11]([C:12]([O:14][CH2:15][CH3:16])=[O:13])=[CH:10][N:9]=2)=[C:4]([F:20])[CH:3]=1.[Cl:21][C:22]1[CH:27]=[CH:26][CH:25]=[CH:24][C:23]=1[OH:28].